The task is: Predict the reaction yield, written as a fraction of the theoretical maximum amount of product (1.0 means a 100% yield; for example, 0.34 means a 34% yield).. This data is from Reaction yield outcomes from USPTO patents with 853,638 reactions. The reactants are [C:1](O)(=O)C.C(O)(=O)C.[CH2:9]([NH:16][CH2:17][CH2:18][NH:19][CH2:20][C:21]1[CH:26]=[CH:25][CH:24]=[CH:23][CH:22]=1)[C:10]1[CH:15]=[CH:14][CH:13]=[CH:12][CH:11]=1.[N+:27]([CH2:30][CH2:31]C1C=CC=CC=1)([O-:29])=[O:28].C=O.[C:40]1([CH3:46])[CH:45]=[CH:44][CH:43]=[CH:42][CH:41]=1.CO. No catalyst specified. The product is [CH2:9]([N:16]1[CH2:31][C:30]([CH2:46][C:40]2[CH:45]=[CH:44][CH:43]=[CH:42][CH:41]=2)([N+:27]([O-:29])=[O:28])[CH2:1][N:19]([CH2:20][C:21]2[CH:26]=[CH:25][CH:24]=[CH:23][CH:22]=2)[CH2:18][CH2:17]1)[C:10]1[CH:11]=[CH:12][CH:13]=[CH:14][CH:15]=1. The yield is 0.890.